This data is from Forward reaction prediction with 1.9M reactions from USPTO patents (1976-2016). The task is: Predict the product of the given reaction. (1) Given the reactants [CH3:1][O:2][C:3]1[CH:8]=[CH:7][C:6]([C:9]2[N:10]=[C:11]([NH2:24])[S:12][C:13]=2[CH2:14][C:15]2[CH:20]=[CH:19][C:18]([N+:21]([O-:23])=[O:22])=[CH:17][CH:16]=2)=[CH:5][CH:4]=1.[F:25][C:26]1[CH:27]=[C:28]([CH:32]=[C:33]([F:35])[CH:34]=1)[C:29](Cl)=[O:30], predict the reaction product. The product is: [F:25][C:26]1[CH:27]=[C:28]([CH:32]=[C:33]([F:35])[CH:34]=1)[C:29]([NH:24][C:11]1[S:12][C:13]([CH2:14][C:15]2[CH:20]=[CH:19][C:18]([N+:21]([O-:23])=[O:22])=[CH:17][CH:16]=2)=[C:9]([C:6]2[CH:7]=[CH:8][C:3]([O:2][CH3:1])=[CH:4][CH:5]=2)[N:10]=1)=[O:30]. (2) Given the reactants [Cl:1][C:2]1[C:7]([C:8]([NH2:10])=[O:9])=[C:6]([F:11])[C:5]([CH2:12][NH:13][C:14](=[O:19])[C:15]([CH3:18])([CH3:17])[CH3:16])=[CH:4][CH:3]=1.C(Cl)(=O)[C:21](Cl)=[O:22], predict the reaction product. The product is: [Cl:1][C:2]1[C:7]([C:8]([N:10]=[C:21]=[O:22])=[O:9])=[C:6]([F:11])[C:5]([CH2:12][NH:13][C:14](=[O:19])[C:15]([CH3:16])([CH3:18])[CH3:17])=[CH:4][CH:3]=1. (3) Given the reactants [Br:1][C:2]1[CH:10]=[C:6]([C:7]([NH2:9])=[O:8])[C:5]([OH:11])=[CH:4][CH:3]=1.[C:12]([N:19]1[CH2:24][CH2:23][C:22](=O)[CH2:21][CH2:20]1)([O:14][C:15]([CH3:18])([CH3:17])[CH3:16])=[O:13].N1CCCC1, predict the reaction product. The product is: [C:15]([O:14][C:12]([N:19]1[CH2:24][CH2:23][C:22]2([NH:9][C:7](=[O:8])[C:6]3[CH:10]=[C:2]([Br:1])[CH:3]=[CH:4][C:5]=3[O:11]2)[CH2:21][CH2:20]1)=[O:13])([CH3:18])([CH3:16])[CH3:17]. (4) Given the reactants [N-:1]=[N+:2]=[N-:3].[Na+].[Si](Cl)(Cl)(Cl)Cl.[CH3:10][O:11][C:12]1[CH:17]=[CH:16][CH:15]=[CH:14][C:13]=1[CH2:18][C:19]([NH:21][C:22]1[CH:27]=[CH:26][C:25]([N+:28]([O-:30])=[O:29])=[CH:24][N:23]=1)=O.C(=O)([O-])O.[Na+], predict the reaction product. The product is: [CH3:10][O:11][C:12]1[CH:17]=[CH:16][CH:15]=[CH:14][C:13]=1[CH2:18][C:19]1[N:21]([C:22]2[CH:27]=[CH:26][C:25]([N+:28]([O-:30])=[O:29])=[CH:24][N:23]=2)[N:3]=[N:2][N:1]=1. (5) Given the reactants [F:1][C:2]1[CH:3]=[C:4]([N:9]2[C:14]3[N:15]=[CH:16][C:17]([F:19])=[CH:18][C:13]=3[C:12](=[O:20])[N:11]([C@@H:21]3[CH2:25][CH2:24][N:23](C(OC(C)(C)C)=O)[CH2:22]3)[C:10]2=[O:33])[CH:5]=[CH:6][C:7]=1[F:8].[ClH:34], predict the reaction product. The product is: [ClH:34].[F:1][C:2]1[CH:3]=[C:4]([N:9]2[C:14]3[N:15]=[CH:16][C:17]([F:19])=[CH:18][C:13]=3[C:12](=[O:20])[N:11]([C@@H:21]3[CH2:25][CH2:24][NH:23][CH2:22]3)[C:10]2=[O:33])[CH:5]=[CH:6][C:7]=1[F:8].